Dataset: Forward reaction prediction with 1.9M reactions from USPTO patents (1976-2016). Task: Predict the product of the given reaction. Given the reactants [CH3:1][S:2]([NH:5][CH2:6][C:7]1[CH:15]=[CH:14][C:10]([C:11]([OH:13])=O)=[CH:9][CH:8]=1)(=[O:4])=[O:3].[CH3:16][C:17]1[C:18]([N:24]2[CH2:29][CH2:28][NH:27][CH2:26][CH2:25]2)=[N:19][CH:20]=[C:21]([CH3:23])[CH:22]=1, predict the reaction product. The product is: [CH3:16][C:17]1[C:18]([N:24]2[CH2:25][CH2:26][N:27]([C:11]([C:10]3[CH:9]=[CH:8][C:7]([CH2:6][NH:5][S:2]([CH3:1])(=[O:3])=[O:4])=[CH:15][CH:14]=3)=[O:13])[CH2:28][CH2:29]2)=[N:19][CH:20]=[C:21]([CH3:23])[CH:22]=1.